From a dataset of Peptide-MHC class II binding affinity with 134,281 pairs from IEDB. Regression. Given a peptide amino acid sequence and an MHC pseudo amino acid sequence, predict their binding affinity value. This is MHC class II binding data. (1) The peptide sequence is NLSNVLATITTGVLDI. The binding affinity (normalized) is 0.198. The MHC is DRB1_0401 with pseudo-sequence DRB1_0401. (2) The peptide sequence is TMTQMNQAFRNIVNM. The MHC is DRB1_1302 with pseudo-sequence DRB1_1302. The binding affinity (normalized) is 0.300. (3) The peptide sequence is YDKFLANVSTPLTGK. The MHC is DRB3_0202 with pseudo-sequence DRB3_0202. The binding affinity (normalized) is 0.927. (4) The peptide sequence is HVFEENLIGLIGRGG. The MHC is DRB1_0101 with pseudo-sequence DRB1_0101. The binding affinity (normalized) is 0.711. (5) The peptide sequence is AVQVTFTVQKGSDPKKLVLNIKYTRPGDSL. The MHC is DRB1_1302 with pseudo-sequence DRB1_1302. The binding affinity (normalized) is 0.558. (6) The peptide sequence is CFKVAATAANAAPAN. The MHC is DRB1_0802 with pseudo-sequence DRB1_0802. The binding affinity (normalized) is 0.560.